From a dataset of NCI-60 drug combinations with 297,098 pairs across 59 cell lines. Regression. Given two drug SMILES strings and cell line genomic features, predict the synergy score measuring deviation from expected non-interaction effect. (1) Drug 1: CC(C1=C(C=CC(=C1Cl)F)Cl)OC2=C(N=CC(=C2)C3=CN(N=C3)C4CCNCC4)N. Drug 2: CN1C2=C(C=C(C=C2)N(CCCl)CCCl)N=C1CCCC(=O)O.Cl. Cell line: CCRF-CEM. Synergy scores: CSS=56.1, Synergy_ZIP=1.89, Synergy_Bliss=-3.01, Synergy_Loewe=-29.6, Synergy_HSA=-3.21. (2) Drug 1: CCC(=C(C1=CC=CC=C1)C2=CC=C(C=C2)OCCN(C)C)C3=CC=CC=C3.C(C(=O)O)C(CC(=O)O)(C(=O)O)O. Drug 2: C1CN(CCN1C(=O)CCBr)C(=O)CCBr. Cell line: HT29. Synergy scores: CSS=1.71, Synergy_ZIP=-2.12, Synergy_Bliss=0.443, Synergy_Loewe=-4.78, Synergy_HSA=-2.19.